From a dataset of Full USPTO retrosynthesis dataset with 1.9M reactions from patents (1976-2016). Predict the reactants needed to synthesize the given product. (1) Given the product [N+:11]([C:8]1[CH:9]=[CH:10][C:5]([O:4][CH2:3][CH2:2][N:14]2[CH2:19][CH2:18][O:17][CH2:16][CH2:15]2)=[CH:6][CH:7]=1)([O-:13])=[O:12], predict the reactants needed to synthesize it. The reactants are: Br[CH2:2][CH2:3][O:4][C:5]1[CH:10]=[CH:9][C:8]([N+:11]([O-:13])=[O:12])=[CH:7][CH:6]=1.[NH:14]1[CH2:19][CH2:18][O:17][CH2:16][CH2:15]1.C(#N)C.C(=O)([O-])[O-].[K+].[K+]. (2) The reactants are: N[C:2]1[CH:11]=[CH:10][CH:9]=[C:8]2[C:3]=1[CH:4]=[CH:5][N:6]([CH2:13][CH2:14][OH:15])[C:7]2=[O:12].N([O-])=O.[Na+].CS(C)=O.[IH:24].C([O-])(O)=O.[Na+]. Given the product [OH:15][CH2:14][CH2:13][N:6]1[CH:5]=[CH:4][C:3]2[C:8](=[CH:9][CH:10]=[CH:11][C:2]=2[I:24])[C:7]1=[O:12], predict the reactants needed to synthesize it. (3) Given the product [Cl:21][C:5]1[C:6]([NH:8][CH:9]2[CH:13]3[O:14][CH2:15][CH:16]([O:17][CH2:18][CH2:19][OH:20])[CH:12]3[O:11][CH2:10]2)=[N:7][C:2]([NH:29][C:27]2[CH:26]=[N:25][N:24]([CH3:23])[CH:28]=2)=[N:3][CH:4]=1, predict the reactants needed to synthesize it. The reactants are: Cl[C:2]1[N:7]=[C:6]([NH:8][CH:9]2[CH:13]3[O:14][CH2:15][CH:16]([O:17][CH2:18][CH2:19][OH:20])[CH:12]3[O:11][CH2:10]2)[C:5]([Cl:21])=[CH:4][N:3]=1.Cl.[CH3:23][N:24]1[CH:28]=[C:27]([NH2:29])[CH:26]=[N:25]1.CCN(C(C)C)C(C)C. (4) Given the product [Br:18][C:19]1[CH:20]=[C:21]([NH:27][C:2]2[N:7]=[C:6]([NH:8][CH:9]3[CH2:14][CH2:13][CH2:12][CH2:11][CH2:10]3)[C:5]([N+:15]([O-:17])=[O:16])=[CH:4][N:3]=2)[C:22]([O:25][CH3:26])=[N:23][CH:24]=1, predict the reactants needed to synthesize it. The reactants are: Cl[C:2]1[N:7]=[C:6]([NH:8][CH:9]2[CH2:14][CH2:13][CH2:12][CH2:11][CH2:10]2)[C:5]([N+:15]([O-:17])=[O:16])=[CH:4][N:3]=1.[Br:18][C:19]1[CH:20]=[C:21]([NH2:27])[C:22]([O:25][CH3:26])=[N:23][CH:24]=1.C(N(CC)C(C)C)(C)C. (5) Given the product [Br:1][C:2]1[CH:3]=[C:4]2[C:9](=[CH:10][CH:11]=1)[CH2:8][N:7]([C:33]([O:35][C:36]([CH3:39])([CH3:38])[CH3:37])=[O:32])[CH2:6][CH2:5]2.[Br:12][C:13]1[CH:14]=[CH:15][CH:16]=[C:17]2[C:22]=1[CH2:21][N:20]([C:40]([O:42][C:43]([CH3:44])([CH3:45])[CH3:46])=[O:41])[CH2:19][CH2:18]2, predict the reactants needed to synthesize it. The reactants are: [Br:1][C:2]1[CH:3]=[C:4]2[C:9](=[CH:10][CH:11]=1)[CH2:8][NH:7][CH2:6][CH2:5]2.[Br:12][C:13]1[CH:14]=[CH:15][CH:16]=[C:17]2[C:22]=1[CH2:21][NH:20][CH2:19][CH2:18]2.CCN(C(C)C)C(C)C.[O:32]([C:40]([O:42][C:43]([CH3:46])([CH3:45])[CH3:44])=[O:41])[C:33]([O:35][C:36]([CH3:39])([CH3:38])[CH3:37])=O. (6) Given the product [CH3:29][C:28]1[O:27][C:26]([C:30]2[CH:31]=[CH:32][CH:33]=[CH:34][CH:35]=2)=[N:25][C:24]=1[CH2:23][O:22][C:21]1[CH:20]=[CH:19][C:18]([CH2:17][O:3]/[N:4]=[C:5](\[C:10]2[CH:15]=[CH:14][CH:13]=[CH:12][CH:11]=2)/[C:6]([OH:8])=[O:7])=[CH:37][CH:36]=1, predict the reactants needed to synthesize it. The reactants are: [H-].[Na+].[OH:3]/[N:4]=[C:5](\[C:10]1[CH:15]=[CH:14][CH:13]=[CH:12][CH:11]=1)/[C:6]([O:8]C)=[O:7].Cl[CH2:17][C:18]1[CH:37]=[CH:36][C:21]([O:22][CH2:23][C:24]2[N:25]=[C:26]([C:30]3[CH:35]=[CH:34][CH:33]=[CH:32][CH:31]=3)[O:27][C:28]=2[CH3:29])=[CH:20][CH:19]=1.Cl.C(=O)(O)[O-].[Na+].